This data is from Reaction yield outcomes from USPTO patents with 853,638 reactions. The task is: Predict the reaction yield, written as a fraction of the theoretical maximum amount of product (1.0 means a 100% yield; for example, 0.34 means a 34% yield). (1) The reactants are [NH:1]1[C:5]2[CH:6]=[CH:7][C:8]([C:10]([N:12]3[C@@H:21]4[C@@H:16]([C:17]5[CH:25]=[CH:24][C:23]([C:26](O)=[O:27])=[CH:22][C:18]=5[CH2:19][CH2:20]4)[CH2:15][CH2:14][CH2:13]3)=[O:11])=[CH:9][C:4]=2[N:3]=[CH:2]1.[NH:29]1[CH2:34][CH2:33][O:32][CH2:31][CH2:30]1. No catalyst specified. The product is [NH:1]1[C:5]2[CH:6]=[CH:7][C:8]([C:10]([N:12]3[C@@H:21]4[C@@H:16]([C:17]5[CH:25]=[CH:24][C:23]([C:26]([N:29]6[CH2:34][CH2:33][O:32][CH2:31][CH2:30]6)=[O:27])=[CH:22][C:18]=5[CH2:19][CH2:20]4)[CH2:15][CH2:14][CH2:13]3)=[O:11])=[CH:9][C:4]=2[N:3]=[CH:2]1. The yield is 0.630. (2) The yield is 0.910. The catalyst is O1CCOCC1.C(OCC)(=O)C.C1C=CC(P(C2C=CC=CC=2)[C-]2C=CC=C2)=CC=1.C1C=CC(P(C2C=CC=CC=2)[C-]2C=CC=C2)=CC=1.Cl[Pd]Cl.[Fe+2]. The product is [CH2:27]([C:3]1[N:4]=[C:5]([CH2:24][CH2:25][CH3:26])[N:6]([CH2:9][C:10]2[CH:11]=[CH:12][C:13]([C:16]3[C:17]([C:22]#[N:23])=[CH:18][CH:19]=[CH:20][CH:21]=3)=[CH:14][CH:15]=2)[C:7](=[O:8])[C:2]=1[C:32]1[CH:33]=[CH:34][C:35]([O:36][CH:37]([CH3:38])[CH3:39])=[C:30]([F:29])[CH:31]=1)[CH3:28]. The reactants are Br[C:2]1[C:7](=[O:8])[N:6]([CH2:9][C:10]2[CH:15]=[CH:14][C:13]([C:16]3[C:17]([C:22]#[N:23])=[CH:18][CH:19]=[CH:20][CH:21]=3)=[CH:12][CH:11]=2)[C:5]([CH2:24][CH2:25][CH3:26])=[N:4][C:3]=1[CH2:27][CH3:28].[F:29][C:30]1[CH:31]=[C:32](B(O)O)[CH:33]=[CH:34][C:35]=1[O:36][CH:37]([CH3:39])[CH3:38].C(=O)([O-])[O-].[Cs+].[Cs+]. (3) The reactants are [OH:1][CH2:2][CH2:3][CH2:4][N:5]1[CH2:9][CH2:8][NH:7][C:6]1=[C:10]([C:13]#[N:14])[C:11]#[N:12].C(=O)([O-])[O-].[K+].[K+].[C:21]([O:25][C:26]([N:28]1[CH2:33][CH2:32][CH:31]([CH2:34]OS(C)(=O)=O)[CH2:30][CH2:29]1)=[O:27])([CH3:24])([CH3:23])[CH3:22].O. The catalyst is CN(C=O)C. The product is [C:21]([O:25][C:26]([N:28]1[CH2:33][CH2:32][CH:31]([CH2:34][N:7]2[CH2:8][CH2:9][N:5]([CH2:4][CH2:3][CH2:2][OH:1])[C:6]2=[C:10]([C:11]#[N:12])[C:13]#[N:14])[CH2:30][CH2:29]1)=[O:27])([CH3:24])([CH3:22])[CH3:23]. The yield is 0.502. (4) The reactants are [Na].[CH3:2][CH:3]([CH3:7])[C:4](=[O:6])[CH3:5].[C:8](OCC)(=[O:14])[C:9]([O:11][CH2:12][CH3:13])=[O:10].S(=O)(=O)(O)O. The catalyst is O.CCO. The product is [CH3:2][CH:3]([CH3:7])[C:4](=[O:6])[CH2:5][C:8](=[O:14])[C:9]([O:11][CH2:12][CH3:13])=[O:10]. The yield is 0.900. (5) The reactants are [CH3:1][O:2][C:3]1[N:8]=[C:7]2[NH:9][C:10]([S:12][CH2:13][C:14]3[C:19]([CH3:20])=[C:18]([O:21][CH3:22])[CH:17]=[CH:16][N:15]=3)=[N:11][C:6]2=[CH:5][C:4]=1[CH3:23].ClC1C=CC=C(C(OO)=[O:32])C=1.C(=O)(O)[O-].[Na+]. The catalyst is CO.C1(C)C=CC=CC=1. The product is [CH3:1][O:2][C:3]1[N:8]=[C:7]2[NH:9][C:10]([S:12]([CH2:13][C:14]3[C:19]([CH3:20])=[C:18]([O:21][CH3:22])[CH:17]=[CH:16][N:15]=3)=[O:32])=[N:11][C:6]2=[CH:5][C:4]=1[CH3:23]. The yield is 0.800. (6) The reactants are [OH:1][C:2]1[CH:7]=[CH:6][C:5]([N:8]2[C:13](=[O:14])[C:12]([CH2:15][C:16]3[CH:21]=[CH:20][C:19]([C:22]4[C:23]([C:28]#[N:29])=[CH:24][CH:25]=[CH:26][CH:27]=4)=[CH:18][CH:17]=3)=[C:11]([CH2:30][CH2:31][CH3:32])[N:10]=[C:9]2[CH3:33])=[CH:4][CH:3]=1.[CH:34]1([CH:37](O)[CH3:38])[CH2:36][CH2:35]1.C1(P(C2C=CC=CC=2)C2C=CC=CC=2)C=CC=CC=1.[N:60]([C:61]([O:63]C(C)C)=[O:62])=[N:60][C:61]([O:63]C(C)C)=[O:62]. The catalyst is O1CCCC1.O.C(OCC)(=O)C. The product is [CH:34]1([CH:37]([O:1][C:2]2[CH:3]=[CH:4][C:5]([N:8]3[C:13](=[O:14])[C:12]([CH2:15][C:16]4[CH:21]=[CH:20][C:19]([C:22]5[CH:27]=[CH:26][CH:25]=[CH:24][C:23]=5[C:28]5[NH:60][C:61](=[O:62])[O:63][N:29]=5)=[CH:18][CH:17]=4)=[C:11]([CH2:30][CH2:31][CH3:32])[N:10]=[C:9]3[CH3:33])=[CH:6][CH:7]=2)[CH3:38])[CH2:36][CH2:35]1. The yield is 0.250.